The task is: Predict the reaction yield, written as a fraction of the theoretical maximum amount of product (1.0 means a 100% yield; for example, 0.34 means a 34% yield).. This data is from Reaction yield outcomes from USPTO patents with 853,638 reactions. (1) The reactants are [I:1][C:2]1[CH:10]=[CH:9][C:5]([C:6](Cl)=[O:7])=[CH:4][CH:3]=1.[Al+3].[Cl-].[Cl-].[Cl-].[CH3:15][O:16][C:17]1[CH:22]=[CH:21][CH:20]=[CH:19][CH:18]=1. The catalyst is [N+](C1C=CC=CC=1)([O-])=O. The product is [I:1][C:2]1[CH:10]=[CH:9][C:5]([C:6]([C:20]2[CH:21]=[CH:22][C:17]([O:16][CH3:15])=[CH:18][CH:19]=2)=[O:7])=[CH:4][CH:3]=1. The yield is 0.880. (2) The yield is 0.910. The catalyst is [Pd].CO. The product is [F:35][C:11]1[CH:10]=[C:9]([OH:8])[CH:14]=[CH:13][C:12]=1[N:15]1[CH:20]=[C:19]([O:21][CH3:22])[C:18](=[O:23])[C:17]([C:24]2[N:28]([C:29]3[CH:30]=[CH:31][CH:32]=[CH:33][CH:34]=3)[N:27]=[CH:26][CH:25]=2)=[N:16]1. The reactants are C([O:8][C:9]1[CH:14]=[CH:13][C:12]([N:15]2[CH:20]=[C:19]([O:21][CH3:22])[C:18](=[O:23])[C:17]([C:24]3[N:28]([C:29]4[CH:34]=[CH:33][CH:32]=[CH:31][CH:30]=4)[N:27]=[CH:26][CH:25]=3)=[N:16]2)=[C:11]([F:35])[CH:10]=1)C1C=CC=CC=1.C1COCC1. (3) The yield is 0.960. The catalyst is C1COCC1. The reactants are [Cl:1][C:2]1[C:7]2[S:8][CH:9]=[CH:10][C:6]=2[CH:5]=[CH:4][CH:3]=1.[B:11](OC(C)C)([O:16]C(C)C)[O:12]C(C)C.[Cl-].[NH4+]. The product is [Cl:1][C:2]1[C:7]2[S:8][C:9]([B:11]([OH:16])[OH:12])=[CH:10][C:6]=2[CH:5]=[CH:4][CH:3]=1. (4) The reactants are C(OC([NH:11][C@@H:12]1[CH2:17][CH2:16][N:15]([CH2:18][CH2:19][N:20]2[C:29]3[C:24](=[C:25]([F:31])[CH:26]=[C:27]([F:30])[CH:28]=3)[CH:23]=[CH:22][C:21]2=[O:32])[CH2:14][C@@H:13]1[C:33]([O:35][CH3:36])=[O:34])=O)C1C=CC=CC=1. The catalyst is CO.[Pd]. The product is [NH2:11][C@@H:12]1[CH2:17][CH2:16][N:15]([CH2:18][CH2:19][N:20]2[C:29]3[C:24](=[C:25]([F:31])[CH:26]=[C:27]([F:30])[CH:28]=3)[CH:23]=[CH:22][C:21]2=[O:32])[CH2:14][C@@H:13]1[C:33]([O:35][CH3:36])=[O:34]. The yield is 0.910.